From a dataset of Forward reaction prediction with 1.9M reactions from USPTO patents (1976-2016). Predict the product of the given reaction. (1) Given the reactants COC1C=C(C=CC=1OC)C[N:7]1[C:11]2=[N:12][CH:13]=[C:14]([C:28]([NH:30][CH2:31][C:32]3[CH:37]=[CH:36][C:35]([F:38])=[CH:34][CH:33]=3)=[O:29])[C:15]([NH:16][CH:17]3[CH:24]4[CH2:25][CH:20]5[CH2:21][C:22]([OH:27])([CH2:26][CH:18]3[CH2:19]5)[CH2:23]4)=[C:10]2[N:9]=[CH:8]1.FC(F)(F)C(O)=O.C(=O)([O-])O.[Na+], predict the reaction product. The product is: [F:38][C:35]1[CH:36]=[CH:37][C:32]([CH2:31][NH:30][C:28]([C:14]2[C:15]([NH:16][CH:17]3[CH:24]4[CH2:25][CH:20]5[CH2:21][C:22]([OH:27])([CH2:26][CH:18]3[CH2:19]5)[CH2:23]4)=[C:10]3[N:9]=[CH:8][NH:7][C:11]3=[N:12][CH:13]=2)=[O:29])=[CH:33][CH:34]=1. (2) Given the reactants [CH:1]1(C(Cl)=O)CCCC1.[CH:9]1([C:14]([N:16]=[C:17]=[S:18])=[O:15])[CH2:13][CH2:12][CH2:11][CH2:10]1.[CH3:19][O:20][C:21]1[CH:22]=[C:23]2[C:28](=[CH:29][C:30]=1[O:31][CH3:32])[N:27]=[CH:26]N=[C:24]2[O:33][C:34]1[CH:40]=[CH:39][C:37]([NH2:38])=[C:36]([F:41])[CH:35]=1.C1(C)C=CC=CC=1, predict the reaction product. The product is: [CH:9]1([C:14]([N:16]=[C:17]=[S:18])=[O:15])[CH2:13][CH2:12][CH2:11][CH2:10]1.[CH:9]1([C:14]([NH:16][C:17]([NH:38][C:37]2[CH:39]=[CH:40][C:34]([O:33][C:24]3[C:23]4[C:28](=[CH:29][C:30]([O:31][CH3:32])=[C:21]([O:20][CH3:19])[CH:22]=4)[N:27]=[CH:26][CH:1]=3)=[CH:35][C:36]=2[F:41])=[S:18])=[O:15])[CH2:13][CH2:12][CH2:11][CH2:10]1.